Dataset: Reaction yield outcomes from USPTO patents with 853,638 reactions. Task: Predict the reaction yield, written as a fraction of the theoretical maximum amount of product (1.0 means a 100% yield; for example, 0.34 means a 34% yield). The reactants are [F:1][C:2]1([F:27])[CH2:26][CH2:25][C:5]2([CH2:9][N:8](C(OCC3C=CC=CC=3)=O)[C@H:7]([C:20]([O:22][CH2:23][CH3:24])=[O:21])[CH2:6]2)[CH2:4][CH2:3]1. The catalyst is C(O)C.[OH-].[OH-].[Pd+2]. The product is [F:27][C:2]1([F:1])[CH2:26][CH2:25][C:5]2([CH2:9][NH:8][C@H:7]([C:20]([O:22][CH2:23][CH3:24])=[O:21])[CH2:6]2)[CH2:4][CH2:3]1. The yield is 0.930.